Regression. Given a peptide amino acid sequence and an MHC pseudo amino acid sequence, predict their binding affinity value. This is MHC class I binding data. From a dataset of Peptide-MHC class I binding affinity with 185,985 pairs from IEDB/IMGT. (1) The peptide sequence is YERGNIIIF. The MHC is HLA-B08:02 with pseudo-sequence HLA-B08:02. The binding affinity (normalized) is 0.0847. (2) The peptide sequence is FLKEQGGL. The MHC is HLA-A32:01 with pseudo-sequence HLA-A32:01. The binding affinity (normalized) is 0. (3) The peptide sequence is RSLYNTVATLY. The MHC is HLA-A24:02 with pseudo-sequence HLA-A24:02. The binding affinity (normalized) is 0.145. (4) The peptide sequence is WTLNRNQPA. The MHC is Mamu-A02 with pseudo-sequence Mamu-A02. The binding affinity (normalized) is 0.614. (5) The peptide sequence is PLHKYCVNLY. The MHC is HLA-A03:01 with pseudo-sequence HLA-A03:01. The binding affinity (normalized) is 0. (6) The peptide sequence is MLLCHKPTL. The MHC is HLA-B08:01 with pseudo-sequence HLA-B08:01. The binding affinity (normalized) is 0.729. (7) The peptide sequence is ALNKMFCQL. The MHC is HLA-A68:02 with pseudo-sequence HLA-A68:02. The binding affinity (normalized) is 0.149. (8) The peptide sequence is DWSGYSGSF. The MHC is HLA-B44:02 with pseudo-sequence HLA-B44:02. The binding affinity (normalized) is 0.0847. (9) The peptide sequence is REMINHYQV. The MHC is HLA-B58:01 with pseudo-sequence HLA-B58:01. The binding affinity (normalized) is 0.0847. (10) The binding affinity (normalized) is 0.407. The MHC is HLA-A68:02 with pseudo-sequence HLA-A68:02. The peptide sequence is NVITDQTVNI.